Dataset: Forward reaction prediction with 1.9M reactions from USPTO patents (1976-2016). Task: Predict the product of the given reaction. The product is: [NH2:10][C:9]1[O:8][N:7]=[C:6]([C:11]2[CH:16]=[CH:15][CH:14]=[CH:13][C:12]=2[Cl:17])[C:5]=1[C:3]([OH:4])=[O:2]. Given the reactants C[O:2][C:3]([C:5]1[C:6]([C:11]2[CH:16]=[CH:15][CH:14]=[CH:13][C:12]=2[Cl:17])=[N:7][O:8][C:9]=1[NH2:10])=[O:4].[OH-].[Na+], predict the reaction product.